From a dataset of Catalyst prediction with 721,799 reactions and 888 catalyst types from USPTO. Predict which catalyst facilitates the given reaction. (1) Reactant: [C:1]([O:4][CH2:5][C@:6]1([CH2:27][O:28][CH2:29][C:30]2[CH:35]=[CH:34][CH:33]=[CH:32][CH:31]=2)[O:14][CH:9](OC(=O)C)[C@H:8]([O:15][C:16](=[O:18])[CH3:17])[C@@H:7]1[O:19][CH2:20][C:21]1[CH:26]=[CH:25][CH:24]=[CH:23][CH:22]=1)(=[O:3])[CH3:2].[C:36]([NH:44][C:45]1[CH:50]=[CH:49][NH:48][C:47](=[O:51])[N:46]=1)(=[O:43])[C:37]1[CH:42]=[CH:41][CH:40]=[CH:39][CH:38]=1.C/C(/O[Si](C)(C)C)=N\[Si](C)(C)C.O([Si](C)(C)C)S(C(F)(F)F)(=O)=O.C(=O)([O-])O.[Na+]. Product: [C:16]([O:15][C@@H:8]1[C@H:7]([O:19][CH2:20][C:21]2[CH:22]=[CH:23][CH:24]=[CH:25][CH:26]=2)[C@@:6]([CH2:5][O:4][C:1](=[O:3])[CH3:2])([CH2:27][O:28][CH2:29][C:30]2[CH:31]=[CH:32][CH:33]=[CH:34][CH:35]=2)[O:14][C@H:9]1[N:48]1[CH:49]=[CH:50][C:45]([NH:44][C:36](=[O:43])[C:37]2[CH:42]=[CH:41][CH:40]=[CH:39][CH:38]=2)=[N:46][C:47]1=[O:51])(=[O:18])[CH3:17]. The catalyst class is: 170. (2) Reactant: [N:1]1[CH:6]=[CH:5][N:4]=[CH:3][C:2]=1[NH:7][C:8]([NH:10]C(=O)OCC)=S.Cl.NO.CC[N:21](C(C)C)C(C)C.C(O)C. Product: [N:7]1[C:8]([NH2:10])=[N:21][N:1]2[CH:6]=[CH:5][N:4]=[CH:3][C:2]=12. The catalyst class is: 5. (3) Reactant: [Cl:1][C:2]1[C:3]([NH:25][C@@H:26]2[C@@H:31]3[CH2:32][C@@H:28]([CH:29]=[CH:30]3)[C@@H:27]2[C:33]([NH2:35])=[O:34])=[C:4]2[N:10]=[C:9]([C:11]3[CH:16]=[CH:15][C:14]([O:17][CH3:18])=[CH:13][C:12]=3[CH:19]3[CH2:24][CH2:23][NH:22][CH2:21][CH2:20]3)[NH:8][C:5]2=[N:6][CH:7]=1.[CH2:36]1[O:39][C@@H:37]1[CH3:38]. Product: [Cl:1][C:2]1[C:3]([NH:25][C@@H:26]2[C@@H:31]3[CH2:32][C@@H:28]([CH:29]=[CH:30]3)[C@@H:27]2[C:33]([NH2:35])=[O:34])=[C:4]2[N:10]=[C:9]([C:11]3[CH:16]=[CH:15][C:14]([O:17][CH3:18])=[CH:13][C:12]=3[CH:19]3[CH2:20][CH2:21][N:22]([CH2:36][C@@H:37]([OH:39])[CH3:38])[CH2:23][CH2:24]3)[NH:8][C:5]2=[N:6][CH:7]=1. The catalyst class is: 5.